From a dataset of Forward reaction prediction with 1.9M reactions from USPTO patents (1976-2016). Predict the product of the given reaction. (1) Given the reactants [BH4-].[Na+].[Br:3][C:4]1[CH:11]=[CH:10][C:7]([C:8]#[N:9])=[CH:6][C:5]=1[CH3:12].[CH3:13][C:14]([O:17][C:18](O[C:18]([O:17][C:14]([CH3:16])([CH3:15])[CH3:13])=[O:19])=[O:19])([CH3:16])[CH3:15], predict the reaction product. The product is: [C:14]([O:17][C:18](=[O:19])[NH:9][CH2:8][C:7]1[CH:10]=[CH:11][C:4]([Br:3])=[C:5]([CH3:12])[CH:6]=1)([CH3:16])([CH3:15])[CH3:13]. (2) Given the reactants [Cl:1][C:2]1[CH:3]=[CH:4][C:5]2[N:6]([C:8]([NH2:11])=[N:9][N:10]=2)[N:7]=1.Br[CH2:13][C:14]([C:16]1[CH:21]=[C:20]([C:22]([CH3:25])([CH3:24])[CH3:23])[C:19]([OH:26])=[C:18]([C:27]([CH3:30])([CH3:29])[CH3:28])[CH:17]=1)=[O:15], predict the reaction product. The product is: [Cl:1][C:2]1[CH:3]=[CH:4][C:5]2[N:6]([C:8](=[NH:11])[N:9]([CH2:13][C:14]([C:16]3[CH:21]=[C:20]([C:22]([CH3:24])([CH3:23])[CH3:25])[C:19]([OH:26])=[C:18]([C:27]([CH3:30])([CH3:29])[CH3:28])[CH:17]=3)=[O:15])[N:10]=2)[N:7]=1. (3) Given the reactants [CH2:1]1[C:9]2[C:4](=[CH:5][CH:6]=[CH:7][CH:8]=2)[CH2:3][CH:2]1[OH:10].[H-].[Na+].CS(O[CH2:18][CH2:19][C@@H:20]1[CH2:25][N:24]([C:26]([O:28][CH2:29][C:30]2[CH:35]=[CH:34][CH:33]=[CH:32][CH:31]=2)=[O:27])[CH2:23][CH2:22][N:21]1[C:36]([O:38][C:39]([CH3:42])([CH3:41])[CH3:40])=[O:37])(=O)=O.C(=O)(O)[O-].[Na+], predict the reaction product. The product is: [CH2:1]1[C:9]2[C:4](=[CH:5][CH:6]=[CH:7][CH:8]=2)[CH2:3][CH:2]1[O:10][CH2:18][CH2:19][C@@H:20]1[CH2:25][N:24]([C:26]([O:28][CH2:29][C:30]2[CH:35]=[CH:34][CH:33]=[CH:32][CH:31]=2)=[O:27])[CH2:23][CH2:22][N:21]1[C:36]([O:38][C:39]([CH3:40])([CH3:42])[CH3:41])=[O:37].